Dataset: Catalyst prediction with 721,799 reactions and 888 catalyst types from USPTO. Task: Predict which catalyst facilitates the given reaction. (1) Reactant: Br[CH2:2][C:3]1[C:4]([F:9])=[N:5][CH:6]=[CH:7][CH:8]=1.[CH3:10][C:11]1[N:16]=[C:15]([SH:17])[N:14]=[C:13]([OH:18])[CH:12]=1.C(N(CC)CC)C. Product: [F:9][C:4]1[C:3]([CH2:2][S:17][C:15]2[N:14]=[C:13]([OH:18])[CH:12]=[C:11]([CH3:10])[N:16]=2)=[CH:8][CH:7]=[CH:6][N:5]=1. The catalyst class is: 8. (2) Reactant: [CH3:1][O:2][C:3](=[O:15])[CH2:4][O:5][C:6]1[CH:11]=[CH:10][C:9]([N:12]=[C:13]=[O:14])=[CH:8][CH:7]=1.[CH2:16]([OH:19])[CH2:17][OH:18]. The catalyst class is: 6. Product: [CH3:1][O:2][C:3](=[O:15])[CH2:4][O:5][C:6]1[CH:11]=[CH:10][C:9]([NH:12][C:13]([O:18][CH2:17][CH2:16][OH:19])=[O:14])=[CH:8][CH:7]=1. (3) Reactant: O=P12OP3(OP(OP(O3)(O1)=O)(=O)O2)=O.[Cl:15][CH2:16][C:17]([NH:19][CH2:20][CH2:21][C:22]1[CH:27]=[CH:26][C:25]([CH2:28][CH3:29])=[CH:24][CH:23]=1)=O. Product: [ClH:15].[Cl:15][CH2:16][C:17]1[C:27]2[C:22](=[CH:23][CH:24]=[C:25]([CH2:28][CH3:29])[CH:26]=2)[CH2:21][CH2:20][N:19]=1. The catalyst class is: 113. (4) Reactant: [N:1]1([CH2:7][CH2:8][OH:9])[CH2:6][CH2:5][CH2:4][CH2:3][CH2:2]1.C1OCCOCCOCCOCCOCCOC1.Cl[C:29]1[CH:34]=[C:33]([NH:35][C@@H:36]2[CH2:41][CH2:40][C@H:39]([C:42]([NH:44][CH:45]([CH3:47])[CH3:46])=[O:43])[CH2:38][CH2:37]2)[C:32]([N+:48]([O-:50])=[O:49])=[CH:31][N:30]=1.C(=O)([O-])[O-].[Cs+].[Cs+]. Product: [NH4+:1].[OH-:9].[CH:45]([NH:44][C:42]([C@H:39]1[CH2:38][CH2:37][C@@H:36]([NH:35][C:33]2[C:32]([N+:48]([O-:50])=[O:49])=[CH:31][N:30]=[C:29]([O:9][CH2:8][CH2:7][N:1]3[CH2:6][CH2:5][CH2:4][CH2:3][CH2:2]3)[CH:34]=2)[CH2:41][CH2:40]1)=[O:43])([CH3:47])[CH3:46]. The catalyst class is: 442. (5) Reactant: [N+:1]([C:4]1[CH:9]=[CH:8][C:7]([C:10]([OH:15])([CH2:13][OH:14])[CH2:11][OH:12])=[CH:6][CH:5]=1)([O-])=O. Product: [NH2:1][C:4]1[CH:5]=[CH:6][C:7]([C:10]([OH:15])([CH2:13][OH:14])[CH2:11][OH:12])=[CH:8][CH:9]=1. The catalyst class is: 29. (6) Reactant: [Br:1][C:2]1[CH:3]=[C:4]([CH:16]=[C:17]([Br:19])[CH:18]=1)[CH2:5][N:6]1[CH:11]=[CH:10][CH:9]=[C:8]([C:12]([OH:14])=O)[C:7]1=[O:15].Cl.[NH2:21][C@@H:22]([CH2:27][CH2:28][CH2:29][NH:30][C:31]([O:33][C:34]([CH3:37])([CH3:36])[CH3:35])=[O:32])[C:23]([O:25][CH3:26])=[O:24].CN(C(ON1N=NC2C=CC=CC1=2)=[N+](C)C)C.F[P-](F)(F)(F)(F)F. Product: [C:34]([O:33][C:31]([NH:30][CH2:29][CH2:28][CH2:27][C@H:22]([NH:21][C:12]([C:8]1[C:7](=[O:15])[N:6]([CH2:5][C:4]2[CH:16]=[C:17]([Br:19])[CH:18]=[C:2]([Br:1])[CH:3]=2)[CH:11]=[CH:10][CH:9]=1)=[O:14])[C:23]([O:25][CH3:26])=[O:24])=[O:32])([CH3:36])([CH3:37])[CH3:35]. The catalyst class is: 3. (7) Reactant: [F:1][C:2]1[CH:3]=[C:4]([C:14]2[CH:15]=[C:16]3[C:22]([C:23]4[CH:24]=[N:25][N:26]([CH2:28][C:29]5[CH:34]=[CH:33][CH:32]=[C:31]([F:35])[CH:30]=5)[CH:27]=4)=[CH:21][N:20]([S:36]([C:39]4[CH:45]=[CH:44][C:42]([CH3:43])=[CH:41][CH:40]=4)(=[O:38])=[O:37])[C:17]3=[N:18][CH:19]=2)[CH:5]=[CH:6][C:7]=1[N:8]1[CH2:13][CH2:12][NH:11][CH2:10][CH2:9]1.[CH3:46][C@H:47]1[CH2:49][O:48]1.CCN(C(C)C)C(C)C. Product: [F:1][C:2]1[CH:3]=[C:4]([C:14]2[CH:15]=[C:16]3[C:22]([C:23]4[CH:24]=[N:25][N:26]([CH2:28][C:29]5[CH:34]=[CH:33][CH:32]=[C:31]([F:35])[CH:30]=5)[CH:27]=4)=[CH:21][N:20]([S:36]([C:39]4[CH:40]=[CH:41][C:42]([CH3:43])=[CH:44][CH:45]=4)(=[O:38])=[O:37])[C:17]3=[N:18][CH:19]=2)[CH:5]=[CH:6][C:7]=1[N:8]1[CH2:9][CH2:10][N:11]([CH2:46][C@@H:47]([OH:48])[CH3:49])[CH2:12][CH2:13]1. The catalyst class is: 8. (8) Product: [NH2:11][CH:12]1[C:17]2([O:21][CH2:20][CH2:19][O:18]2)[CH2:16][N:15]([C:22]([O:24][CH3:25])=[O:23])[CH2:14][CH2:13]1. The catalyst class is: 29. Reactant: C(OC([NH:11][CH:12]1[C:17]2([O:21][CH2:20][CH2:19][O:18]2)[CH2:16][N:15]([C:22]([O:24][CH3:25])=[O:23])[CH2:14][CH2:13]1)=O)C1C=CC=CC=1. (9) Reactant: [H-].[Na+].CN(C=O)C.[NH:8]1[CH:12]=[CH:11][CH:10]=[N:9]1.Cl[C:14]1[C:19]([C:20]2[CH:25]=[CH:24][C:23]([Cl:26])=[CH:22][CH:21]=2)=[C:18]([CH3:27])[N:17]=[N:16][C:15]=1[CH3:28]. Product: [Cl:26][C:23]1[CH:22]=[CH:21][C:20]([C:19]2[C:14]([C:12]3[CH:11]=[CH:10][NH:9][N:8]=3)=[C:15]([CH3:28])[N:16]=[N:17][C:18]=2[CH3:27])=[CH:25][CH:24]=1. The catalyst class is: 13.